This data is from Forward reaction prediction with 1.9M reactions from USPTO patents (1976-2016). The task is: Predict the product of the given reaction. (1) Given the reactants [CH3:1][C:2]1[N:3]=[C:4]([N:12]2[CH:16]=[C:15]([CH2:17][CH2:18][CH2:19][C:20]3[CH:25]=[CH:24][CH:23]=[CH:22]C=3)[N:14]=[N:13]2)[S:5][C:6]=1[C:7]([O:9]CC)=[O:8].CC1N=C(N2C=C(CC(C3C=CC=CC=3)C)N=N2)SC=1C(OCC)=O, predict the reaction product. The product is: [CH3:1][C:2]1[N:3]=[C:4]([N:12]2[CH:16]=[C:15]([CH2:17][CH2:18][C:19]3[CH:20]=[CH:25][CH:24]=[CH:23][CH:22]=3)[N:14]=[N:13]2)[S:5][C:6]=1[C:7]([OH:9])=[O:8]. (2) Given the reactants [CH3:1][O:2][C:3]1[CH:4]=[C:5]2[C:9](=[CH:10][C:11]=1[O:12][CH3:13])[C:8](=[O:14])[CH2:7][CH2:6]2.[N:15]1[CH:20]=[CH:19][C:18]([CH:21]=O)=[CH:17][CH:16]=1.[OH-].[Na+], predict the reaction product. The product is: [CH3:1][O:2][C:3]1[CH:4]=[C:5]2[C:9](=[CH:10][C:11]=1[O:12][CH3:13])[C:8](=[O:14])[C:7](=[CH:21][C:18]1[CH:19]=[CH:20][N:15]=[CH:16][CH:17]=1)[CH2:6]2. (3) Given the reactants C(NC(C)C)(C)C.[Cl:8][C:9]1[CH:17]=[C:16](I)[C:12]2[O:13][CH2:14][O:15][C:11]=2[C:10]=1[NH2:19].[CH3:20][O:21][CH:22]([CH3:25])[C:23]#[CH:24], predict the reaction product. The product is: [Cl:8][C:9]1[CH:17]=[C:16]([C:24]#[C:23][CH:22]([O:21][CH3:20])[CH3:25])[C:12]2[O:13][CH2:14][O:15][C:11]=2[C:10]=1[NH2:19]. (4) Given the reactants [CH:1]([C:3]1[C:30]([OH:31])=[C:29]([C:32]([F:35])([F:34])[F:33])[CH:28]=[CH:27][C:4]=1[CH2:5][N:6]([C:21](=[O:26])[C:22]([F:25])([F:24])[F:23])[C:7]1[CH:20]=[CH:19][C:10]2[C@H:11]([CH2:14][C:15]([O:17][CH3:18])=[O:16])[CH2:12][O:13][C:9]=2[CH:8]=1)=O, predict the reaction product. The product is: [OH:31][C:30]1[C:3]([CH3:1])=[C:4]([CH:27]=[CH:28][C:29]=1[C:32]([F:35])([F:33])[F:34])[CH2:5][N:6]([C:21](=[O:26])[C:22]([F:23])([F:24])[F:25])[C:7]1[CH:20]=[CH:19][C:10]2[C@H:11]([CH2:14][C:15]([O:17][CH3:18])=[O:16])[CH2:12][O:13][C:9]=2[CH:8]=1. (5) The product is: [CH3:1][C:2]1[C:3]([O:11][CH3:12])=[CH:4][CH:5]=[CH:6][C:7]=1[NH2:8]. Given the reactants [CH3:1][C:2]1[C:7]([N+:8]([O-])=O)=[CH:6][CH:5]=[CH:4][C:3]=1[O:11][CH3:12].C(O)(C(F)(F)F)=O.CC#N.O, predict the reaction product. (6) Given the reactants Cl[C:2]1[N:7]=[C:6]([O:8][C:9]2[CH:14]=[CH:13][C:12]([O:15][CH3:16])=[CH:11][CH:10]=2)[C:5]([N+:17]([O-:19])=[O:18])=[CH:4][N:3]=1.[CH2:20]([N:22]([CH2:32][CH3:33])[C:23](=[O:31])[C:24]1[CH:29]=[CH:28][C:27]([OH:30])=[CH:26][CH:25]=1)[CH3:21].[OH-].[Na+], predict the reaction product. The product is: [CH2:32]([N:22]([CH2:20][CH3:21])[C:23](=[O:31])[C:24]1[CH:29]=[CH:28][C:27]([O:30][C:2]2[N:7]=[C:6]([O:8][C:9]3[CH:14]=[CH:13][C:12]([O:15][CH3:16])=[CH:11][CH:10]=3)[C:5]([N+:17]([O-:19])=[O:18])=[CH:4][N:3]=2)=[CH:26][CH:25]=1)[CH3:33]. (7) Given the reactants [Br:1][CH2:2][C:3]1[CH:8]=[CH:7][C:6]([S:9]([CH3:12])(=[O:11])=[O:10])=[CH:5][C:4]=1Cl.FC1C=CC(C=O)=C([C:23]([F:26])([F:25])[F:24])C=1, predict the reaction product. The product is: [Br:1][CH2:2][C:3]1[CH:8]=[CH:7][C:6]([S:9]([CH3:12])(=[O:11])=[O:10])=[CH:5][C:4]=1[C:23]([F:26])([F:25])[F:24]. (8) Given the reactants Cl[C:2]1[CH:7]=[C:6]([C:8]2[CH:17]=[CH:16][C:15]3[C:10](=[CH:11][CH:12]=[CH:13][CH:14]=3)[CH:9]=2)[N:5]=[CH:4][N:3]=1.[CH:18]1[C:27]2[C:22](=[CH:23][CH:24]=[CH:25][CH:26]=2)[CH:21]=[CH:20][C:19]=1B(O)O.C(=O)([O-])[O-].[Na+].[Na+], predict the reaction product. The product is: [CH:26]1[C:27]2[C:22](=[CH:21][CH:20]=[CH:19][CH:18]=2)[CH:23]=[CH:24][C:25]=1[C:2]1[CH:7]=[C:6]([C:8]2[CH:17]=[CH:16][C:15]3[C:10](=[CH:11][CH:12]=[CH:13][CH:14]=3)[CH:9]=2)[N:5]=[CH:4][N:3]=1. (9) Given the reactants [N:1]1[NH:2][N:3]=[C:4]([CH2:6][O:7][C:8]2[CH:9]=[CH:10][C:11]([N:14]3[CH:18]=[N:17][N:16]=[N:15]3)=[N:12][CH:13]=2)[CH:5]=1.C1(P(C2C=CC=CC=2)C2C=CC=CC=2)C=CC=CC=1.[CH3:38][O:39][C:40]([C@H:42]1[CH2:47][C@@H:46](O)[CH2:45][CH2:44][N:43]1[C:49]([O:51][C:52]([CH3:55])([CH3:54])[CH3:53])=[O:50])=[O:41], predict the reaction product. The product is: [N:14]1([C:11]2[N:12]=[CH:13][C:8]([O:7][CH2:6][C:4]3[CH:5]=[N:1][N:2]([C@@H:46]4[CH2:45][CH2:44][N:43]([C:49]([O:51][C:52]([CH3:53])([CH3:54])[CH3:55])=[O:50])[C@@H:42]([C:40]([O:39][CH3:38])=[O:41])[CH2:47]4)[N:3]=3)=[CH:9][CH:10]=2)[CH:18]=[N:17][N:16]=[N:15]1. (10) Given the reactants [CH2:1]([C@H:8]1[CH2:12][S:11][C:10](=[O:13])[N:9]1[C:14](=[O:28])[CH2:15][CH2:16][N:17]1[C:22](=[O:23])[C:21]2[CH:24]=[CH:25][CH:26]=[CH:27][C:20]=2[N:19]=[N:18]1)[C:2]1[CH:7]=[CH:6][CH:5]=[CH:4][CH:3]=1.C1C[C@H]2N(C[C@H]3[C@@H]4CCCCN4C[C@@H]2C3)CC1.[F:46][C:47]1[CH:52]=[CH:51][C:50]([C:53]2[CH:58]=[CH:57][C:56]([CH2:59][CH2:60][CH:61]=[O:62])=[CH:55][CH:54]=2)=[CH:49][CH:48]=1, predict the reaction product. The product is: [CH2:1]([C@H:8]1[CH2:12][S:11][C:10](=[O:13])[N:9]1[C:14]([C@@H:15]([C@@H:61]([OH:62])[CH2:60][CH2:59][C:56]1[CH:57]=[CH:58][C:53]([C:50]2[CH:51]=[CH:52][C:47]([F:46])=[CH:48][CH:49]=2)=[CH:54][CH:55]=1)[CH2:16][N:17]1[C:22](=[O:23])[C:21]2[CH:24]=[CH:25][CH:26]=[CH:27][C:20]=2[N:19]=[N:18]1)=[O:28])[C:2]1[CH:7]=[CH:6][CH:5]=[CH:4][CH:3]=1.